Dataset: Catalyst prediction with 721,799 reactions and 888 catalyst types from USPTO. Task: Predict which catalyst facilitates the given reaction. (1) Reactant: [NH2:1][CH:2]([CH:5]([CH3:7])[CH3:6])[CH2:3][OH:4].[CH3:8][N:9]1[C:14]([C:15]([F:18])([F:17])[F:16])=[CH:13][C:12](=[O:19])[N:11]([C:20]2[CH:21]=[CH:22][C:23]3[S:27][N:26]=[C:25]([C:28](Cl)=[O:29])[C:24]=3[CH:31]=2)[C:10]1=[O:32]. Product: [CH3:8][N:9]1[C:14]([C:15]([F:18])([F:17])[F:16])=[CH:13][C:12](=[O:19])[N:11]([C:20]2[CH:21]=[CH:22][C:23]3[S:27][N:26]=[C:25]([C:28]([NH:1][CH:2]([CH2:3][OH:4])[CH:5]([CH3:7])[CH3:6])=[O:29])[C:24]=3[CH:31]=2)[C:10]1=[O:32]. The catalyst class is: 305. (2) Reactant: [NH2:1][C:2]1[CH:7]=[CH:6][C:5]([S:8][C:9]2[CH:17]=[CH:16][C:12]([C:13](O)=[O:14])=[CH:11][C:10]=2[NH:18][C:19]2[C:20]3[CH:28]=[CH:27][C:26]([CH:29]([CH3:31])[CH3:30])=[N:25][C:21]=3[N:22]=[CH:23][N:24]=2)=[CH:4][C:3]=1[F:32].F[P-](F)(F)(F)(F)F.N1(OC(N(C)C)=[N+](C)C)C2N=CC=CC=2N=N1.[NH2:57][C:58]([C:62]1[CH:67]=[CH:66][CH:65]=[CH:64][CH:63]=1)([CH3:61])[CH2:59][OH:60].C(N(CC)C(C)C)(C)C. Product: [NH2:1][C:2]1[CH:7]=[CH:6][C:5]([S:8][C:9]2[CH:17]=[CH:16][C:12]([C:13]([NH:57][C:58]([C:62]3[CH:67]=[CH:66][CH:65]=[CH:64][CH:63]=3)([CH3:61])[CH2:59][OH:60])=[O:14])=[CH:11][C:10]=2[NH:18][C:19]2[C:20]3[CH:28]=[CH:27][C:26]([CH:29]([CH3:30])[CH3:31])=[N:25][C:21]=3[N:22]=[CH:23][N:24]=2)=[CH:4][C:3]=1[F:32]. The catalyst class is: 829. (3) Reactant: [CH2:1]([O:8][C:9]([NH:11][C:12]1[C:13]([C:29](O)=[O:30])=[N:14][C:15]2[C:20]([CH:21]=1)=[CH:19][CH:18]=[C:17]([N:22]1[CH2:27][CH2:26][N:25]([CH3:28])[CH2:24][CH2:23]1)[CH:16]=2)=[O:10])[C:2]1[CH:7]=[CH:6][CH:5]=[CH:4][CH:3]=1.[NH2:32][C:33]1[CH:34]=[N:35][CH:36]=[CH:37][C:38]=1[N:39]1[CH2:44][C@H:43]([C:45]([F:48])([F:47])[F:46])[CH2:42][C@H:41]([NH:49][C:50](=[O:56])[O:51][C:52]([CH3:55])([CH3:54])[CH3:53])[CH2:40]1.CN(C(ON1N=NC2C=CC=NC1=2)=[N+](C)C)C.F[P-](F)(F)(F)(F)F.CCN(C(C)C)C(C)C. Product: [C:52]([O:51][C:50]([NH:49][C@H:41]1[CH2:42][C@@H:43]([C:45]([F:48])([F:47])[F:46])[CH2:44][N:39]([C:38]2[CH:37]=[CH:36][N:35]=[CH:34][C:33]=2[NH:32][C:29]([C:13]2[C:12]([NH:11][C:9](=[O:10])[O:8][CH2:1][C:2]3[CH:3]=[CH:4][CH:5]=[CH:6][CH:7]=3)=[CH:21][C:20]3[C:15](=[CH:16][C:17]([N:22]4[CH2:27][CH2:26][N:25]([CH3:28])[CH2:24][CH2:23]4)=[CH:18][CH:19]=3)[N:14]=2)=[O:30])[CH2:40]1)=[O:56])([CH3:55])([CH3:53])[CH3:54]. The catalyst class is: 3. (4) Reactant: [NH2:1][C:2](=[O:33])[C@@H:3]([NH:5][C:6]1[N:11]=[C:10]([C:12]2[CH:17]=[CH:16][C:15]([O:18][C:19]3[CH:24]=[CH:23][C:22]([F:25])=[CH:21][CH:20]=3)=[CH:14][CH:13]=2)[N:9]=[C:8]([C:26]([O:28]C(C)(C)C)=[O:27])[CH:7]=1)[CH3:4].C(O)(C(F)(F)F)=O. Product: [NH2:1][C:2](=[O:33])[C@@H:3]([NH:5][C:6]1[N:11]=[C:10]([C:12]2[CH:17]=[CH:16][C:15]([O:18][C:19]3[CH:24]=[CH:23][C:22]([F:25])=[CH:21][CH:20]=3)=[CH:14][CH:13]=2)[N:9]=[C:8]([C:26]([OH:28])=[O:27])[CH:7]=1)[CH3:4]. The catalyst class is: 2. (5) Reactant: C([O:3][C:4]([C:6]1[C:7]2[N:8]=[CH:9][CH:10]=[N:11][C:12]=2[C:13]([C:16]2[C:21]([F:22])=[C:20]([O:23][CH3:24])[CH:19]=[C:18]([O:25][CH3:26])[C:17]=2[Cl:27])=[CH:14][CH:15]=1)=O)C.[NH2:28][C:29]1[N:34]=[CH:33][C:32]([CH2:35][N:36]([CH3:42])[CH2:37][CH2:38][N:39]([CH3:41])[CH3:40])=[CH:31][CH:30]=1.C[Al](C)C.C([O-])(O)=O.[Na+]. Product: [CH3:40][N:39]([CH3:41])[CH2:38][CH2:37][N:36]([CH2:35][C:32]1[CH:31]=[CH:30][C:29]([NH:28][C:4]([C:6]2[C:7]3[N:8]=[CH:9][CH:10]=[N:11][C:12]=3[C:13]([C:16]3[C:21]([F:22])=[C:20]([O:23][CH3:24])[CH:19]=[C:18]([O:25][CH3:26])[C:17]=3[Cl:27])=[CH:14][CH:15]=2)=[O:3])=[N:34][CH:33]=1)[CH3:42]. The catalyst class is: 512. (6) Reactant: [Si:1]([O:8][CH2:9][C:10]1([CH3:38])[S:16][CH2:15][CH2:14][N:13]2[C:17]([C:20]3([C:23]4[CH:28]=[CH:27][C:26](B5OC(C)(C)C(C)(C)O5)=[CH:25][CH:24]=4)[CH2:22][CH2:21]3)=[N:18][N:19]=[C:12]2[CH2:11]1)([C:4]([CH3:7])([CH3:6])[CH3:5])([CH3:3])[CH3:2].Br[C:40]1[N:45]=[CH:44][C:43]([CH3:46])=[CH:42][CH:41]=1.C(=O)([O-])[O-].[K+].[K+]. Product: [Si:1]([O:8][CH2:9][C:10]1([CH3:38])[S:16][CH2:15][CH2:14][N:13]2[C:17]([C:20]3([C:23]4[CH:24]=[CH:25][C:26]([C:40]5[CH:41]=[CH:42][C:43]([CH3:46])=[CH:44][N:45]=5)=[CH:27][CH:28]=4)[CH2:22][CH2:21]3)=[N:18][N:19]=[C:12]2[CH2:11]1)([C:4]([CH3:6])([CH3:5])[CH3:7])([CH3:2])[CH3:3]. The catalyst class is: 437. (7) Reactant: [CH2:1]([N:8]1[C:12]2=[CH:13][CH:14]=[C:15]3[C:20]([N:19]=[C:18](Cl)[N:17]=[C:16]3[N:22]3[CH2:27][CH2:26][O:25][CH2:24][CH2:23]3)=[C:11]2[CH:10]=[CH:9]1)[C:2]1[CH:7]=[CH:6][CH:5]=[CH:4][CH:3]=1.[OH:28][CH2:29][C:30]1[CH:31]=[C:32](B(O)O)[CH:33]=[CH:34][CH:35]=1.C([O-])([O-])=O.[Na+].[Na+]. Product: [CH2:1]([N:8]1[C:12]2=[CH:13][CH:14]=[C:15]3[C:20]([N:19]=[C:18]([C:34]4[CH:35]=[C:30]([CH2:29][OH:28])[CH:31]=[CH:32][CH:33]=4)[N:17]=[C:16]3[N:22]3[CH2:27][CH2:26][O:25][CH2:24][CH2:23]3)=[C:11]2[CH:10]=[CH:9]1)[C:2]1[CH:7]=[CH:6][CH:5]=[CH:4][CH:3]=1. The catalyst class is: 73. (8) Reactant: [CH3:1][C:2]1[CH:7]=[C:6]([CH3:8])[CH:5]=[CH:4][C:3]=1[C:9]1[C:22](=[O:23])[N:21]([CH3:24])[C:12]2[NH:13][C:14]3[C:19]([C:11]=2[CH:10]=1)=[CH:18][C:17]([CH3:20])=[CH:16][CH:15]=3.[H-].[Na+].[CH3:27]I. Product: [CH3:1][C:2]1[CH:7]=[C:6]([CH3:8])[CH:5]=[CH:4][C:3]=1[C:9]1[C:22](=[O:23])[N:21]([CH3:24])[C:12]2[N:13]([CH3:27])[C:14]3[C:19]([C:11]=2[CH:10]=1)=[CH:18][C:17]([CH3:20])=[CH:16][CH:15]=3. The catalyst class is: 3. (9) Reactant: [Cl:1][C:2]1[CH:9]=[CH:8][CH:7]=[CH:6][C:3]=1[CH:4]=[O:5].[CH:10]([Mg]Br)([CH3:12])[CH3:11]. Product: [Cl:1][C:2]1[CH:9]=[CH:8][CH:7]=[CH:6][C:3]=1[CH:4]([OH:5])[CH:10]([CH3:12])[CH3:11]. The catalyst class is: 28. (10) Reactant: [S:1]1[CH:5]=[CH:4][CH:3]=[C:2]1[S:6](Cl)(=[O:8])=[O:7].[C:10]([NH2:14])([CH3:13])([CH3:12])[CH3:11].C1(C)C=CC=CC=1. Product: [C:10]([NH:14][S:6]([C:2]1[S:1][CH:5]=[CH:4][CH:3]=1)(=[O:8])=[O:7])([CH3:13])([CH3:12])[CH3:11]. The catalyst class is: 22.